Dataset: Forward reaction prediction with 1.9M reactions from USPTO patents (1976-2016). Task: Predict the product of the given reaction. (1) Given the reactants C[Si]([N-][Si](C)(C)C)(C)C.[Li+].[O:11]=[C:12]1[CH2:17][CH2:16][N:15]([C:18]([O:20][C:21]([CH3:24])([CH3:23])[CH3:22])=[O:19])[CH2:14][CH2:13]1.N1([C:30](=[O:38])[CH2:31][CH2:32][CH:33]2[CH2:37][CH2:36][CH2:35][O:34]2)C=CN=C1.C(O)(=O)C, predict the reaction product. The product is: [O:11]=[C:12]1[CH2:13][CH2:14][N:15]([C:18]([O:20][C:21]([CH3:24])([CH3:23])[CH3:22])=[O:19])[CH2:16][CH:17]1[C:30](=[O:38])[CH2:31][CH2:32][CH:33]1[CH2:37][CH2:36][CH2:35][O:34]1. (2) Given the reactants [CH2:1]([O:3][C:4](=[O:18])[CH2:5][C:6]1[N:7]=[C:8]([C:11]2[CH:16]=[CH:15][C:14]([OH:17])=[CH:13][CH:12]=2)[O:9][CH:10]=1)[CH3:2].Br.Br[CH2:21][C:22]1[CH:27]=[CH:26][CH:25]=[CH:24][N:23]=1, predict the reaction product. The product is: [CH2:1]([O:3][C:4](=[O:18])[CH2:5][C:6]1[N:7]=[C:8]([C:11]2[CH:16]=[CH:15][C:14]([O:17][CH2:21][C:22]3[CH:27]=[CH:26][CH:25]=[CH:24][N:23]=3)=[CH:13][CH:12]=2)[O:9][CH:10]=1)[CH3:2].